The task is: Predict the reactants needed to synthesize the given product.. This data is from Full USPTO retrosynthesis dataset with 1.9M reactions from patents (1976-2016). (1) Given the product [NH2:16][CH2:15][CH:14]([N:11]1[CH2:12][CH2:13][N:8]([C:4]2[N:5]=[CH:6][N:7]=[C:2]([NH2:1])[C:3]=2[CH2:23][CH3:24])[CH2:9][CH2:10]1)[CH:17]1[CH2:22][CH2:21][CH2:20][CH2:19][CH2:18]1, predict the reactants needed to synthesize it. The reactants are: [NH2:1][C:2]1[N:7]=[CH:6][N:5]=[C:4]([N:8]2[CH2:13][CH2:12][N:11]([CH:14]([CH:17]3[CH2:22][CH2:21][CH2:20][CH2:19][CH2:18]3)[C:15]#[N:16])[CH2:10][CH2:9]2)[C:3]=1[CH2:23][CH3:24].[Li]. (2) Given the product [Br:1][C:2]1[CH:3]=[C:4]([NH2:10])[C:5]([NH:8][CH3:9])=[N:6][CH:7]=1, predict the reactants needed to synthesize it. The reactants are: [Br:1][C:2]1[CH:3]=[C:4]([N+:10]([O-])=O)[C:5]([NH:8][CH3:9])=[N:6][CH:7]=1.O.O.[Sn](Cl)Cl. (3) The reactants are: O.C1(C)C=CC(C([C@](C(O)=O)(O)[C@](C(C2C=CC(C)=CC=2)=O)(O)C(O)=O)=O)=CC=1.[CH2:30]([N:33]1[C:37]([CH2:38][S:39]([C:41]2[CH:47]=[CH:46][C:44]([NH2:45])=[CH:43][CH:42]=2)=[O:40])=[CH:36][N:35]=[CH:34]1)[CH2:31][CH3:32]. Given the product [CH2:30]([N:33]1[C:37]([CH2:38][S:39]([C:41]2[CH:42]=[CH:43][C:44]([NH2:45])=[CH:46][CH:47]=2)=[O:40])=[CH:36][N:35]=[CH:34]1)[CH2:31][CH3:32], predict the reactants needed to synthesize it. (4) Given the product [Cl:17][C:18]1[CH:26]=[CH:25][C:21]([C:22]([NH:8][C:7]2[CH:6]=[CH:5][C:4]([C:9]3[CH:14]=[CH:13][C:12]([F:15])=[CH:11][C:10]=3[F:16])=[CH:3][C:2]=2[F:1])=[O:23])=[CH:20][N:19]=1, predict the reactants needed to synthesize it. The reactants are: [F:1][C:2]1[CH:3]=[C:4]([C:9]2[CH:14]=[CH:13][C:12]([F:15])=[CH:11][C:10]=2[F:16])[CH:5]=[CH:6][C:7]=1[NH2:8].[Cl:17][C:18]1[CH:26]=[CH:25][C:21]([C:22](Cl)=[O:23])=[CH:20][N:19]=1.ClC1C=CC(C(NC2C=CC(I)=C(C)C=2)=O)=CN=1. (5) The reactants are: [Cl:1][C:2]1[CH:7]=[CH:6][C:5]([C:8]2([C:11]([OH:13])=O)[CH2:10][CH2:9]2)=[CH:4][CH:3]=1.[NH2:14][CH2:15][CH2:16][CH2:17][N:18]1[CH2:23][CH2:22][CH:21]([C:24]2[CH:25]=[C:26]([NH:30][C:31](=[O:33])[CH3:32])[CH:27]=[CH:28][CH:29]=2)[CH2:20][CH2:19]1. Given the product [C:31]([NH:30][C:26]1[CH:25]=[C:24]([CH:21]2[CH2:22][CH2:23][N:18]([CH2:17][CH2:16][CH2:15][NH:14][C:11]([C:8]3([C:5]4[CH:4]=[CH:3][C:2]([Cl:1])=[CH:7][CH:6]=4)[CH2:9][CH2:10]3)=[O:13])[CH2:19][CH2:20]2)[CH:29]=[CH:28][CH:27]=1)(=[O:33])[CH3:32], predict the reactants needed to synthesize it. (6) The reactants are: [Br:1][C:2]1[CH:7]=[CH:6][C:5]([CH2:8][CH3:9])=[CH:4][CH:3]=1.[N+:10]([O-])([OH:12])=[O:11].O. Given the product [Br:1][C:2]1[CH:7]=[CH:6][C:5]([CH2:8][CH3:9])=[C:4]([N+:10]([O-:12])=[O:11])[CH:3]=1, predict the reactants needed to synthesize it.